Dataset: TCR-epitope binding with 47,182 pairs between 192 epitopes and 23,139 TCRs. Task: Binary Classification. Given a T-cell receptor sequence (or CDR3 region) and an epitope sequence, predict whether binding occurs between them. (1) The epitope is GMFNMLSTVLGVS. The TCR CDR3 sequence is CASSLVGQGSYEQYF. Result: 0 (the TCR does not bind to the epitope). (2) The epitope is FLNGSCGSV. The TCR CDR3 sequence is CASSLAGRNTEAFF. Result: 0 (the TCR does not bind to the epitope). (3) The epitope is IVTDFSVIK. The TCR CDR3 sequence is CASSAGDWISDNSPLHF. Result: 1 (the TCR binds to the epitope). (4) The epitope is SEISMDNSPNL. The TCR CDR3 sequence is CSARDQYRMNTGELFF. Result: 0 (the TCR does not bind to the epitope). (5) The epitope is ALSKGVHFV. The TCR CDR3 sequence is CASSRLQGVDLNSPEAFF. Result: 1 (the TCR binds to the epitope). (6) The epitope is NLSALGIFST. The TCR CDR3 sequence is CASTAGTEAFF. Result: 0 (the TCR does not bind to the epitope).